The task is: Predict the reactants needed to synthesize the given product.. This data is from Full USPTO retrosynthesis dataset with 1.9M reactions from patents (1976-2016). (1) Given the product [C:11]([O:1][C:2]1[CH:9]=[C:8]([CH3:10])[CH:7]=[CH:6][C:3]=1[C:4]#[N:5])(=[O:13])[CH3:12], predict the reactants needed to synthesize it. The reactants are: [OH:1][C:2]1[CH:9]=[C:8]([CH3:10])[CH:7]=[CH:6][C:3]=1[C:4]#[N:5].[C:11](OC(=O)C)(=[O:13])[CH3:12].C(N(CC)CC)C. (2) The reactants are: Br[C:2]1[CH:3]=[C:4]([N:8]2[CH2:13][CH2:12][N:11]([CH3:14])[CH2:10][CH2:9]2)[CH:5]=[N:6][CH:7]=1.[S:15]1[CH:19]=[CH:18][CH:17]=[C:16]1[Sn](CCCC)(CCCC)CCCC. Given the product [CH3:14][N:11]1[CH2:12][CH2:13][N:8]([C:4]2[CH:5]=[N:6][CH:7]=[C:2]([C:16]3[S:15][CH:19]=[CH:18][CH:17]=3)[CH:3]=2)[CH2:9][CH2:10]1, predict the reactants needed to synthesize it. (3) Given the product [CH2:23]=[C:5]1[CH:19]([CH:20]=[CH2:21])[CH2:18][C:7]([C:13]([O:15][CH2:16][CH3:17])=[O:14])([C:8]([O:10][CH2:11][CH3:12])=[O:9])[CH2:6]1, predict the reactants needed to synthesize it. The reactants are: [In].[Cl-].[Li+].Br[C:5](=[CH2:23])[CH2:6][C:7]([CH2:18][CH:19]=[CH:20][CH2:21]Br)([C:13]([O:15][CH2:16][CH3:17])=[O:14])[C:8]([O:10][CH2:11][CH3:12])=[O:9]. (4) Given the product [C:21]([C:12]1[CH:11]([C:8]2[CH:9]=[C:10]3[C:5](=[CH:6][CH:7]=2)[N:4]([C:23]([O:25][C:26]([CH3:29])([CH3:28])[CH3:27])=[O:24])[N:3]=[C:2]3[NH:1][S:31]([CH2:34][CH2:35][C:36]([O:38][CH2:39][CH3:40])=[O:37])(=[O:33])=[O:32])[C:16]([C:17]#[N:18])=[C:15]([CH3:19])[NH:14][C:13]=1[CH3:20])#[N:22], predict the reactants needed to synthesize it. The reactants are: [NH2:1][C:2]1[C:10]2[C:5](=[CH:6][CH:7]=[C:8]([CH:11]3[C:16]([C:17]#[N:18])=[C:15]([CH3:19])[NH:14][C:13]([CH3:20])=[C:12]3[C:21]#[N:22])[CH:9]=2)[N:4]([C:23]([O:25][C:26]([CH3:29])([CH3:28])[CH3:27])=[O:24])[N:3]=1.Cl[S:31]([CH2:34][CH2:35][C:36]([O:38][CH2:39][CH3:40])=[O:37])(=[O:33])=[O:32].C(N(CC)CC)C. (5) Given the product [C:20]([O:24][C:25]([N:27]1[CH2:33][CH2:32][CH2:31][N:30]([C:34]2[N:42]([CH2:43][CH:44]=[C:45]([CH3:46])[CH3:47])[C:41]3[C:40](=[O:48])[N:39]([CH2:3][C:4]4[C:13]5[C:8](=[CH:9][CH:10]=[CH:11][CH:12]=5)[CH:7]=[CH:6][N:5]=4)[C:38](=[O:49])[N:37]([CH3:50])[C:36]=3[C:35]=2[C:51]#[N:52])[CH2:29][CH2:28]1)=[O:26])([CH3:21])([CH3:22])[CH3:23], predict the reactants needed to synthesize it. The reactants are: Br.Br[CH2:3][C:4]1[C:13]2[C:8](=[CH:9][CH:10]=[CH:11][CH:12]=2)[CH:7]=[CH:6][N:5]=1.C(=O)([O-])[O-].[K+].[K+].[C:20]([O:24][C:25]([N:27]1[CH2:33][CH2:32][CH2:31][N:30]([C:34]2[N:42]([CH2:43][CH:44]=[C:45]([CH3:47])[CH3:46])[C:41]3[C:40](=[O:48])[NH:39][C:38](=[O:49])[N:37]([CH3:50])[C:36]=3[C:35]=2[C:51]#[N:52])[CH2:29][CH2:28]1)=[O:26])([CH3:23])([CH3:22])[CH3:21].